From a dataset of TCR-epitope binding with 47,182 pairs between 192 epitopes and 23,139 TCRs. Binary Classification. Given a T-cell receptor sequence (or CDR3 region) and an epitope sequence, predict whether binding occurs between them. (1) The epitope is TLIGDCATV. The TCR CDR3 sequence is CAISEGPVGEKLFF. Result: 1 (the TCR binds to the epitope). (2) The epitope is NLVPMVATV. The TCR CDR3 sequence is CASSPDRGHGYTF. Result: 1 (the TCR binds to the epitope). (3) The epitope is FIAGLIAIV. The TCR CDR3 sequence is CASMTGGYEQYF. Result: 1 (the TCR binds to the epitope). (4) The epitope is IPIQASLPF. The TCR CDR3 sequence is CASSWTGFEQFF. Result: 0 (the TCR does not bind to the epitope). (5) The epitope is FLNGSCGSV. The TCR CDR3 sequence is CASSLTGEETQYF. Result: 0 (the TCR does not bind to the epitope). (6) The epitope is PROT_97E67BCC. The TCR CDR3 sequence is CASSLVRLEGEQFF. Result: 0 (the TCR does not bind to the epitope). (7) The epitope is SQASSRSSSR. The TCR CDR3 sequence is CASSLAGGRGNIYSPLHF. Result: 0 (the TCR does not bind to the epitope). (8) The TCR CDR3 sequence is CASSLSLAGIPDTQYF. Result: 0 (the TCR does not bind to the epitope). The epitope is HTDFSSEIIGY.